This data is from Merck oncology drug combination screen with 23,052 pairs across 39 cell lines. The task is: Regression. Given two drug SMILES strings and cell line genomic features, predict the synergy score measuring deviation from expected non-interaction effect. (1) Drug 2: N#Cc1ccc(Cn2cncc2CN2CCN(c3cccc(Cl)c3)C(=O)C2)cc1. Cell line: HT144. Synergy scores: synergy=-7.34. Drug 1: N.N.O=C(O)C1(C(=O)O)CCC1.[Pt]. (2) Drug 1: COc1cc(C2c3cc4c(cc3C(OC3OC5COC(C)OC5C(O)C3O)C3COC(=O)C23)OCO4)cc(OC)c1O. Drug 2: O=C(NOCC(O)CO)c1ccc(F)c(F)c1Nc1ccc(I)cc1F. Cell line: A427. Synergy scores: synergy=10.5. (3) Drug 1: C#Cc1cccc(Nc2ncnc3cc(OCCOC)c(OCCOC)cc23)c1. Drug 2: CCc1cnn2c(NCc3ccc[n+]([O-])c3)cc(N3CCCCC3CCO)nc12. Cell line: LOVO. Synergy scores: synergy=6.49. (4) Drug 1: CN(Cc1cnc2nc(N)nc(N)c2n1)c1ccc(C(=O)NC(CCC(=O)O)C(=O)O)cc1. Drug 2: Cn1c(=O)n(-c2ccc(C(C)(C)C#N)cc2)c2c3cc(-c4cnc5ccccc5c4)ccc3ncc21. Cell line: NCIH460. Synergy scores: synergy=-30.7. (5) Synergy scores: synergy=5.84. Drug 1: O=C(CCCCCCC(=O)Nc1ccccc1)NO. Drug 2: Cn1nnc2c(C(N)=O)ncn2c1=O. Cell line: NCIH520. (6) Drug 1: CN(Cc1cnc2nc(N)nc(N)c2n1)c1ccc(C(=O)NC(CCC(=O)O)C(=O)O)cc1. Drug 2: Cn1nnc2c(C(N)=O)ncn2c1=O. Cell line: COLO320DM. Synergy scores: synergy=-18.6. (7) Drug 1: NC1(c2ccc(-c3nc4ccn5c(=O)[nH]nc5c4cc3-c3ccccc3)cc2)CCC1. Drug 2: O=C(NOCC(O)CO)c1ccc(F)c(F)c1Nc1ccc(I)cc1F. Cell line: NCIH460. Synergy scores: synergy=65.9. (8) Synergy scores: synergy=4.16. Drug 2: C#Cc1cccc(Nc2ncnc3cc(OCCOC)c(OCCOC)cc23)c1. Cell line: DLD1. Drug 1: Cn1nnc2c(C(N)=O)ncn2c1=O. (9) Drug 1: C#Cc1cccc(Nc2ncnc3cc(OCCOC)c(OCCOC)cc23)c1. Drug 2: Cc1nc(Nc2ncc(C(=O)Nc3c(C)cccc3Cl)s2)cc(N2CCN(CCO)CC2)n1. Cell line: HT29. Synergy scores: synergy=26.7. (10) Drug 1: O=S1(=O)NC2(CN1CC(F)(F)F)C1CCC2Cc2cc(C=CCN3CCC(C(F)(F)F)CC3)ccc2C1. Drug 2: CCc1c2c(nc3ccc(O)cc13)-c1cc3c(c(=O)n1C2)COC(=O)C3(O)CC. Cell line: T47D. Synergy scores: synergy=14.3.